From a dataset of Reaction yield outcomes from USPTO patents with 853,638 reactions. Predict the reaction yield, written as a fraction of the theoretical maximum amount of product (1.0 means a 100% yield; for example, 0.34 means a 34% yield). (1) The reactants are CN(C)/[CH:3]=[CH:4]/[C:5]([C:7]1[C:8]([C:20]2[CH:25]=[CH:24][C:23]([F:26])=[CH:22][CH:21]=2)=[N:9][N:10]2[CH:15]=[C:14]([C:16]([F:19])([F:18])[F:17])[CH:13]=[CH:12][C:11]=12)=O.S(O)(O)(=O)=O.[N:33]1([C:38](=[NH:40])[NH2:39])[CH2:37][CH2:36][CH2:35][CH2:34]1.C(=O)([O-])[O-].[K+].[K+].CCOCC. The catalyst is CN1CCCC1=O.O. The product is [F:26][C:23]1[CH:22]=[CH:21][C:20]([C:8]2[C:7]([C:5]3[CH:4]=[CH:3][N:39]=[C:38]([N:33]4[CH2:37][CH2:36][CH2:35][CH2:34]4)[N:40]=3)=[C:11]3[CH:12]=[CH:13][C:14]([C:16]([F:17])([F:19])[F:18])=[CH:15][N:10]3[N:9]=2)=[CH:25][CH:24]=1. The yield is 0.710. (2) The reactants are [Cl:1][C:2]1[N:7]=[C:6]([CH2:8][C:9]([C:11]2[CH:16]=[CH:15][C:14]([F:17])=[CH:13][CH:12]=2)=O)[CH:5]=[CH:4][CH:3]=1.Cl.[NH2:19][OH:20].[OH-].[Na+]. The catalyst is CO. The product is [Cl:1][C:2]1[N:7]=[C:6]([CH2:8][C:9]([C:11]2[CH:16]=[CH:15][C:14]([F:17])=[CH:13][CH:12]=2)=[N:19][OH:20])[CH:5]=[CH:4][CH:3]=1. The yield is 0.860. (3) The reactants are [H-].[Al+3].[Li+].[H-].[H-].[H-].C(O[C:12](=O)[NH:13][CH:14]1[CH:21]2[CH2:22][CH:17]3[CH2:18][C:19]([OH:24])([CH2:23][CH:15]1[CH2:16]3)[CH2:20]2)(C)(C)C. The catalyst is C1COCC1. The product is [CH3:12][NH:13][CH:14]1[CH:21]2[CH2:22][CH:17]3[CH2:18][C:19]([OH:24])([CH2:23][CH:15]1[CH2:16]3)[CH2:20]2. The yield is 0.900. (4) The reactants are I[C:2]1[C:3]([NH2:17])=[N:4][C:5](=[O:16])[N:6]([CH:15]=1)[C@@H:7]1[O:14][C@H:11]([CH2:12][OH:13])[C@@H:9]([OH:10])[CH2:8]1.C[Sn](C)(C)[C:20]1[CH:25]=[CH:24][CH:23]=[CH:22][N:21]=1. The catalyst is C1C=CC(P(C2C=CC=CC=2)C2C=CC=CC=2)=CC=1.C1C=CC(P(C2C=CC=CC=2)C2C=CC=CC=2)=CC=1.Cl[Pd]Cl.O1CCOCC1. The product is [N:21]1[CH:22]=[CH:23][CH:24]=[CH:25][C:20]=1[C:2]1[C:3]([NH2:17])=[N:4][C:5](=[O:16])[N:6]([CH:15]=1)[C@@H:7]1[O:14][C@H:11]([CH2:12][OH:13])[C@@H:9]([OH:10])[CH2:8]1. The yield is 0.470. (5) The reactants are F[C:2]1[CH:7]=[C:6]([C:8]2[C:16]([C:17]3[CH:22]=[CH:21][N:20]=[C:19]([NH:23][CH:24]([CH3:26])[CH3:25])[N:18]=3)=[C:11]3[CH:12]=[CH:13][CH:14]=[CH:15][N:10]3[N:9]=2)[CH:5]=[CH:4][N:3]=1. The catalyst is C(N)(C)C. The product is [CH:24]([NH:23][C:19]1[N:18]=[C:17]([C:16]2[C:8]([C:6]3[CH:5]=[CH:4][N:3]=[C:2]([NH:9][CH:8]([CH3:16])[CH3:6])[CH:7]=3)=[N:9][N:10]3[CH:15]=[CH:14][CH:13]=[CH:12][C:11]=23)[CH:22]=[CH:21][N:20]=1)([CH3:26])[CH3:25]. The yield is 0.560. (6) The reactants are [CH2:1]([NH2:9])[CH2:2][C:3]1[CH:8]=[CH:7][CH:6]=[CH:5][CH:4]=1.C(N(CC)CC)C.[F:17][C:18]([F:29])([F:28])[C:19](O[C:19](=[O:20])[C:18]([F:29])([F:28])[F:17])=[O:20].C(O)(=O)C. The catalyst is ClCCl. The product is [F:17][C:18]([F:29])([F:28])[C:19]([NH:9][CH2:1][CH2:2][C:3]1[CH:8]=[CH:7][CH:6]=[CH:5][CH:4]=1)=[O:20]. The yield is 0.993.